Dataset: Forward reaction prediction with 1.9M reactions from USPTO patents (1976-2016). Task: Predict the product of the given reaction. Given the reactants [Si]([O:18][C@H:19]1[CH2:24][CH2:23][C@@:22]([C@H:26]2[CH2:34][CH2:33][C@@:32]3([CH3:35])[C@@H:28]([CH2:29][CH2:30][C:31]3=[CH2:36])[C@@H:27]2[OH:37])([CH3:25])[C@@H:21]([CH2:38][CH2:39][O:40][C:41]2[CH:46]=[N:45][CH:44]=[CH:43][N:42]=2)[CH2:20]1)(C(C)(C)C)(C1C=CC=CC=1)C1C=CC=CC=1.CCCC[N+](CCCC)(CCCC)CCCC.[F-], predict the reaction product. The product is: [OH:18][C@H:19]1[CH2:24][CH2:23][C@@:22]([C@H:26]2[CH2:34][CH2:33][C@@:32]3([CH3:35])[C@@H:28]([CH2:29][CH2:30][C:31]3=[CH2:36])[C@@H:27]2[OH:37])([CH3:25])[C@@H:21]([CH2:38][CH2:39][O:40][C:41]2[CH:46]=[N:45][CH:44]=[CH:43][N:42]=2)[CH2:20]1.